Dataset: Reaction yield outcomes from USPTO patents with 853,638 reactions. Task: Predict the reaction yield, written as a fraction of the theoretical maximum amount of product (1.0 means a 100% yield; for example, 0.34 means a 34% yield). (1) The reactants are [C:1]([O:9]CC)(=O)[C:2]1[CH:7]=[CH:6][N:5]=[CH:4][CH:3]=1.[CH3:12][CH2:13][O:14][C:15]([CH3:17])=[O:16].[H-].[Na+].C(O)(=O)CC(CC(O)=O)(C(O)=O)O. The catalyst is O. The product is [O:9]=[C:1]([C:2]1[CH:3]=[CH:4][N:5]=[CH:6][CH:7]=1)[CH2:17][C:15]([O:14][CH2:13][CH3:12])=[O:16]. The yield is 0.850. (2) The reactants are [CH2:1]([N:3]([CH2:37][CH3:38])[CH2:4][CH2:5][CH2:6][NH:7][C:8]1[N:9]=[C:10]([C:27]2[CH:28]=[C:29]([CH:33]=[CH:34][C:35]=2[CH3:36])[C:30](O)=[O:31])[C:11]2[CH:17]=[CH:16][C:15](=[O:18])[N:14]([C:19]3[C:24]([F:25])=[CH:23][CH:22]=[CH:21][C:20]=3[F:26])[C:12]=2[N:13]=1)[CH3:2].CN(C(ON1N=NC2C=CC=CC1=2)=[N+](C)C)C.F[P-](F)(F)(F)(F)F.C(N(CC)CC)C.[CH3:70][CH:71]([CH3:75])[C@H:72]([NH2:74])[CH3:73]. The catalyst is CN(C=O)C. The product is [CH2:37]([N:3]([CH2:1][CH3:2])[CH2:4][CH2:5][CH2:6][NH:7][C:8]1[N:9]=[C:10]([C:27]2[CH:28]=[C:29]([CH:33]=[CH:34][C:35]=2[CH3:36])[C:30]([NH:74][C@H:72]([CH3:73])[CH:71]([CH3:75])[CH3:70])=[O:31])[C:11]2[CH:17]=[CH:16][C:15](=[O:18])[N:14]([C:19]3[C:24]([F:25])=[CH:23][CH:22]=[CH:21][C:20]=3[F:26])[C:12]=2[N:13]=1)[CH3:38]. The yield is 0.400.